This data is from Forward reaction prediction with 1.9M reactions from USPTO patents (1976-2016). The task is: Predict the product of the given reaction. Given the reactants [F:1][C:2]1[CH:21]=[CH:20][C:5]([CH2:6][CH2:7][C:8]2[CH:17]=[CH:16][C:15]([O:18]C)=[CH:14][C:9]=2[C:10]([O:12]C)=[O:11])=[CH:4][CH:3]=1.Cl.N1C=CC=CC=1.CCCC(C)C, predict the reaction product. The product is: [F:1][C:2]1[CH:21]=[CH:20][C:5]([CH2:6][CH2:7][C:8]2[CH:17]=[CH:16][C:15]([OH:18])=[CH:14][C:9]=2[C:10]([OH:12])=[O:11])=[CH:4][CH:3]=1.